Dataset: Forward reaction prediction with 1.9M reactions from USPTO patents (1976-2016). Task: Predict the product of the given reaction. (1) Given the reactants [CH2:1]([S:3]([N:6]1[CH2:11][CH2:10][CH:9]([C:12]2[C:20]3[C:15](=[C:16]([C:38]([NH2:40])=[O:39])[CH:17]=[C:18]([C:21]4[CH:25]=[C:24]([CH2:26][N:27]5[CH2:31][CH2:30][CH2:29][CH:28]5[C:32]5C=CC=CC=5)[S:23][CH:22]=4)[CH:19]=3)[NH:14][CH:13]=2)[CH2:8][CH2:7]1)(=[O:5])=[O:4])[CH3:2].[C:41]1([CH:47]2[CH2:51][CH2:50][CH2:49][NH:48]2)C=CC=CC=1, predict the reaction product. The product is: [CH2:1]([S:3]([N:6]1[CH2:11][CH2:10][CH:9]([C:12]2[C:20]3[C:15](=[C:16]([C:38]([NH2:40])=[O:39])[CH:17]=[C:18]([C:21]4[CH:25]=[C:24]([CH2:26][N:27]5[CH2:31][CH2:30][CH2:29][CH:28]5[CH2:32][N:48]5[CH2:41][CH2:47][CH2:51][CH2:50][CH2:49]5)[S:23][CH:22]=4)[CH:19]=3)[NH:14][CH:13]=2)[CH2:8][CH2:7]1)(=[O:5])=[O:4])[CH3:2]. (2) Given the reactants [NH2:1][C:2]1[N:7]=[C:6](O)[C:5]([CH2:9][C:10]2[CH:19]=[CH:18][C:13]([C:14]([O:16][CH3:17])=[O:15])=[CH:12][C:11]=2[F:20])=[C:4]([CH3:21])[N:3]=1.P(Cl)(Cl)([Cl:24])=O, predict the reaction product. The product is: [NH2:1][C:2]1[N:7]=[C:6]([Cl:24])[C:5]([CH2:9][C:10]2[CH:19]=[CH:18][C:13]([C:14]([O:16][CH3:17])=[O:15])=[CH:12][C:11]=2[F:20])=[C:4]([CH3:21])[N:3]=1. (3) Given the reactants [F:1][C:2]1[CH:3]=[C:4]([CH:14]=[C:15]([F:17])[CH:16]=1)[CH2:5][C:6]1[O:10][N:9]=[C:8]([C:11]([OH:13])=O)[CH:7]=1.[O:18]1[CH2:22][CH2:21][CH:20]([CH2:23][NH2:24])[CH2:19]1.ON1C2C=CC=CC=2N=N1.Cl.C(N=C=NCCCN(C)C)C, predict the reaction product. The product is: [O:18]1[CH2:22][CH2:21][CH:20]([CH2:23][NH:24][C:11]([C:8]2[CH:7]=[C:6]([CH2:5][C:4]3[CH:14]=[C:15]([F:17])[CH:16]=[C:2]([F:1])[CH:3]=3)[O:10][N:9]=2)=[O:13])[CH2:19]1. (4) Given the reactants [CH3:1][O:2][C:3]1[CH:8]=[CH:7][C:6]([CH2:9][C:10]([OH:12])=[O:11])=[CH:5][CH:4]=1.[C:13](O)(=O)CC, predict the reaction product. The product is: [CH3:1][O:2][C:3]1[CH:4]=[CH:5][C:6]([CH:9]([CH3:13])[C:10]([OH:12])=[O:11])=[CH:7][CH:8]=1. (5) Given the reactants [OH:1][C:2]1[CH:6]([C:7]2[CH:12]=[CH:11][CH:10]=[CH:9][CH:8]=2)[CH2:5][C:4](=[O:13])[CH:3]=1.[CH:14](=O)[C:15]1[CH:20]=[CH:19][CH:18]=[CH:17][CH:16]=1.[CH2:22]([C:24]1[CH:25]=[C:26]2[C:30](=[CH:31][CH:32]=1)[NH:29][CH:28]=[C:27]2[CH2:33][CH2:34][NH2:35])C, predict the reaction product. The product is: [NH2:35][CH2:34][CH2:33][C:27]1[C:26]2[C:30](=[CH:31][CH:32]=[C:24]([CH3:22])[CH:25]=2)[NH:29][C:28]=1[CH:14]([C:15]1[CH:20]=[CH:19][CH:18]=[CH:17][CH:16]=1)[C:3]1[C:4](=[O:13])[CH2:5][CH:6]([C:7]2[CH:12]=[CH:11][CH:10]=[CH:9][CH:8]=2)[C:2]=1[OH:1]. (6) Given the reactants [O:1]1[C:5]2([CH2:10][CH2:9][C:8]([C:11]3[N:16]=[C:15]([NH2:17])[CH:14]=[CH:13][CH:12]=3)=[CH:7][CH2:6]2)[O:4][CH2:3][CH2:2]1.[H-].[Na+].[CH3:20]I.CO, predict the reaction product. The product is: [O:1]1[C:5]2([CH2:10][CH2:9][C:8]([C:11]3[N:16]=[C:15]([NH:17][CH3:20])[CH:14]=[CH:13][CH:12]=3)=[CH:7][CH2:6]2)[O:4][CH2:3][CH2:2]1. (7) Given the reactants [NH2:1][C:2]1[N:7]=[C:6]([C:8]2[CH:15]=[CH:14][C:11]([C:12]#[N:13])=[C:10]([F:16])[CH:9]=2)[CH:5]=[C:4](Cl)[N:3]=1.[CH3:18][O:19][C:20]1[CH:25]=[CH:24][CH:23]=[CH:22][C:21]=1B(O)O.C([O-])([O-])=O.[Na+].[Na+].CCOC(C)=O, predict the reaction product. The product is: [NH2:1][C:2]1[N:7]=[C:6]([C:8]2[CH:15]=[CH:14][C:11]([C:12]#[N:13])=[C:10]([F:16])[CH:9]=2)[CH:5]=[C:4]([C:21]2[CH:22]=[CH:23][CH:24]=[CH:25][C:20]=2[O:19][CH3:18])[N:3]=1.